This data is from Forward reaction prediction with 1.9M reactions from USPTO patents (1976-2016). The task is: Predict the product of the given reaction. (1) Given the reactants [CH3:1][O:2][C:3](=[O:41])[C:4]1[CH:9]=[CH:8][C:7]([NH:10][C:11]([C@H:13]2[C@H:17]([C:18]3[CH:23]=[CH:22][CH:21]=[C:20]([Cl:24])[C:19]=3[F:25])[C@:16]([C:28]3[CH:33]=[CH:32][C:31]([Cl:34])=[CH:30][C:29]=3[F:35])([C:26]#[N:27])[C@H:15]([CH2:36][C:37]([CH3:40])([CH3:39])[CH3:38])[NH:14]2)=[O:12])=[CH:6][CH:5]=1.C=O.[C:44](O[BH-](OC(=O)C)OC(=O)C)(=O)C.[Na+], predict the reaction product. The product is: [CH3:1][O:2][C:3](=[O:41])[C:4]1[CH:9]=[CH:8][C:7]([NH:10][C:11]([C@H:13]2[C@H:17]([C:18]3[CH:23]=[CH:22][CH:21]=[C:20]([Cl:24])[C:19]=3[F:25])[C@:16]([C:28]3[CH:33]=[CH:32][C:31]([Cl:34])=[CH:30][C:29]=3[F:35])([C:26]#[N:27])[C@H:15]([CH2:36][C:37]([CH3:38])([CH3:40])[CH3:39])[N:14]2[CH3:44])=[O:12])=[CH:6][CH:5]=1. (2) Given the reactants [Br:1][C:2]1[CH:14]=[CH:13][C:5]([O:6][CH:7]2[CH2:12][CH2:11][NH:10][CH2:9][CH2:8]2)=[C:4]([O:15][CH3:16])[CH:3]=1.[CH2:17]=O, predict the reaction product. The product is: [Br:1][C:2]1[CH:14]=[CH:13][C:5]([O:6][CH:7]2[CH2:12][CH2:11][N:10]([CH3:17])[CH2:9][CH2:8]2)=[C:4]([O:15][CH3:16])[CH:3]=1. (3) Given the reactants [CH:1]([C:4]1[CH:9]=[CH:8][CH:7]=[CH:6][C:5]=1[NH:10][C:11]1[NH:12][C:13]2[CH:19]=[C:18]([C:20]([OH:22])=O)[CH:17]=[CH:16][C:14]=2[N:15]=1)([CH3:3])[CH3:2].[N:23]1([CH2:29][CH2:30][O:31][C:32]2[C:40]3[C:35](=[CH:36][C:37]([NH2:41])=[CH:38][CH:39]=3)[NH:34][N:33]=2)[CH2:28][CH2:27][O:26][CH2:25][CH2:24]1.CN(C(ON1N=NC2C=CC=CC1=2)=[N+](C)C)C.F[P-](F)(F)(F)(F)F, predict the reaction product. The product is: [N:23]1([CH2:29][CH2:30][O:31][C:32]2[C:40]3[C:35](=[CH:36][C:37]([NH:41][C:20]([C:18]4[CH:17]=[CH:16][C:14]5[N:15]=[C:11]([NH:10][C:5]6[CH:6]=[CH:7][CH:8]=[CH:9][C:4]=6[CH:1]([CH3:2])[CH3:3])[NH:12][C:13]=5[CH:19]=4)=[O:22])=[CH:38][CH:39]=3)[NH:34][N:33]=2)[CH2:28][CH2:27][O:26][CH2:25][CH2:24]1. (4) Given the reactants [CH2:1]([O:8][C:9]1[CH:14]=[CH:13][C:12]([NH2:15])=[CH:11][CH:10]=1)[C:2]1[CH:7]=[CH:6][CH:5]=[CH:4][CH:3]=1.[N:16]([O-])=O.[Na+].[Cl:20][Sn]Cl, predict the reaction product. The product is: [ClH:20].[CH2:1]([O:8][C:9]1[CH:10]=[CH:11][C:12]([NH:15][NH2:16])=[CH:13][CH:14]=1)[C:2]1[CH:3]=[CH:4][CH:5]=[CH:6][CH:7]=1. (5) Given the reactants [Br:1][C:2]1[CH:3]=[C:4]2[C:8](=[CH:9][CH:10]=1)[NH:7][C:6](=[O:11])[C:5]2=O.[N+:13]([C:16]1[CH:25]=[CH:24][C:19]([C:20]([NH:22][NH2:23])=[O:21])=[CH:18][CH:17]=1)([O-:15])=[O:14], predict the reaction product. The product is: [N+:13]([C:16]1[CH:25]=[CH:24][C:19]([C:20]([NH:22][N:23]=[C:5]2[C:4]3[C:8](=[CH:9][CH:10]=[C:2]([Br:1])[CH:3]=3)[NH:7][C:6]2=[O:11])=[O:21])=[CH:18][CH:17]=1)([O-:15])=[O:14]. (6) Given the reactants Br[CH2:2][C:3]1[CH:8]=[C:7]([Cl:9])[CH:6]=[C:5]([Cl:10])[C:4]=1[OH:11].N[C:13]1[CH:18]=[CH:17][CH:16]=[CH:15][C:14]=1[SH:19].C([N:22](CC)CC)C, predict the reaction product. The product is: [NH2:22][S:19][C:14]1[CH:15]=[CH:16][CH:17]=[CH:18][C:13]=1[CH2:2][C:3]1[CH:8]=[C:7]([Cl:9])[CH:6]=[C:5]([Cl:10])[C:4]=1[OH:11]. (7) Given the reactants [NH2:1][C:2]1[CH:10]=[C:9]([O:11][CH3:12])[C:8]([O:13][CH3:14])=[CH:7][C:3]=1[C:4]([OH:6])=[O:5].[N:15]1[CH:20]=[CH:19][C:18]([CH:21]=O)=[CH:17][CH:16]=1, predict the reaction product. The product is: [CH3:12][O:11][C:9]1[C:8]([O:13][CH3:14])=[CH:7][C:3]([C:4]([OH:6])=[O:5])=[C:2]([NH:1][CH2:21][C:18]2[CH:19]=[CH:20][N:15]=[CH:16][CH:17]=2)[CH:10]=1.